This data is from Catalyst prediction with 721,799 reactions and 888 catalyst types from USPTO. The task is: Predict which catalyst facilitates the given reaction. (1) Reactant: [N+:1]([C:4]1[CH:12]=[CH:11][CH:10]=[C:9]2[C:5]=1[C:6]([CH:20]=[CH2:21])=[N:7][N:8]2[C:13]([O:15][C:16]([CH3:19])([CH3:18])[CH3:17])=[O:14])([O-])=O. Product: [NH2:1][C:4]1[CH:12]=[CH:11][CH:10]=[C:9]2[C:5]=1[C:6]([CH2:20][CH3:21])=[N:7][N:8]2[C:13]([O:15][C:16]([CH3:18])([CH3:17])[CH3:19])=[O:14]. The catalyst class is: 381. (2) Reactant: [NH2:1][C:2]1[CH:7]=[C:6]([Cl:8])[N:5]=[C:4]([C:9]([O:11][CH3:12])=[O:10])[CH:3]=1.[Cl:13]N1C(=O)CCC1=O.C(=O)(O)[O-].[Na+].O. Product: [NH2:1][C:2]1[C:7]([Cl:13])=[C:6]([Cl:8])[N:5]=[C:4]([C:9]([O:11][CH3:12])=[O:10])[CH:3]=1. The catalyst class is: 9. (3) Reactant: [C:1]([N:8]1[CH2:13][CH2:12][NH:11][CH2:10][CH2:9]1)([O:3][C:4]([CH3:7])([CH3:6])[CH3:5])=[O:2].[Cl:14][C:15]1[C:19](Cl)=[N:18][S:17][N:16]=1.Cl. Product: [C:4]([O:3][C:1]([N:8]1[CH2:9][CH2:10][N:11]([C:19]2[C:15]([Cl:14])=[N:16][S:17][N:18]=2)[CH2:12][CH2:13]1)=[O:2])([CH3:7])([CH3:6])[CH3:5]. The catalyst class is: 18. (4) Reactant: Cl[C:2](=[O:8])[C:3]([O:5]CC)=O.[CH2:9]([C:11]1[CH:16]=[C:15]([C:17]#[N:18])[CH:14]=[CH:13][C:12]=1[NH:19][C:20]([NH:22][C:23]([CH3:27])([CH3:26])[CH2:24][CH3:25])=[S:21])[CH3:10]. Product: [CH3:27][C:23]([N:22]1[C:2](=[O:8])[C:3](=[O:5])[N:19]([C:12]2[CH:13]=[CH:14][C:15]([C:17]#[N:18])=[CH:16][C:11]=2[CH2:9][CH3:10])[C:20]1=[S:21])([CH3:26])[CH2:24][CH3:25]. The catalyst class is: 4. (5) Reactant: C1(C)C=CC=CC=1.[CH3:8][O:9][C:10]1[CH:11]=[C:12]([CH:25]=[CH:26][C:27]=1[C:28]1[CH:33]=[CH:32][CH:31]=[CH:30][N:29]=1)[C:13]([NH:15][C:16]1[CH:21]=[CH:20][CH:19]=[CH:18][C:17]=1[N+:22]([O-:24])=[O:23])=O.P(Cl)(Cl)(Cl)(Cl)Cl.[N-:40]=[N+:41]=[N-:42].[Na+]. Product: [CH3:8][O:9][C:10]1[CH:11]=[C:12]([C:13]2[N:15]([C:16]3[CH:21]=[CH:20][CH:19]=[CH:18][C:17]=3[N+:22]([O-:24])=[O:23])[N:42]=[N:41][N:40]=2)[CH:25]=[CH:26][C:27]=1[C:28]1[CH:33]=[CH:32][CH:31]=[CH:30][N:29]=1. The catalyst class is: 3.